Task: Predict the product of the given reaction.. Dataset: Forward reaction prediction with 1.9M reactions from USPTO patents (1976-2016) (1) Given the reactants [CH2:1]([O:3][C:4]([CH2:6][CH2:7][CH2:8][N:9]1[C:13](/[CH:14]=[C:15]2\[CH2:16][N:17]([C:22]([C:35]3[CH:40]=[CH:39][CH:38]=[CH:37][CH:36]=3)([C:29]3[CH:34]=[CH:33][CH:32]=[CH:31][CH:30]=3)[C:23]3[CH:28]=[CH:27][CH:26]=[CH:25][CH:24]=3)[CH2:18][CH2:19][C:20]\2=[O:21])=[CH:12][N:11]=[N:10]1)=[O:5])[CH3:2].ClCCl.[BH4-].[Na+].[Cl-].[NH4+], predict the reaction product. The product is: [CH2:1]([O:3][C:4]([CH2:6][CH2:7][CH2:8][N:9]1[C:13](/[CH:14]=[C:15]2\[CH2:16][N:17]([C:22]([C:35]3[CH:36]=[CH:37][CH:38]=[CH:39][CH:40]=3)([C:29]3[CH:30]=[CH:31][CH:32]=[CH:33][CH:34]=3)[C:23]3[CH:24]=[CH:25][CH:26]=[CH:27][CH:28]=3)[CH2:18][CH2:19][CH:20]\2[OH:21])=[CH:12][N:11]=[N:10]1)=[O:5])[CH3:2]. (2) Given the reactants [O:1]=[C:2]1[N:7]([C:8]2[CH:13]=[CH:12][CH:11]=[CH:10][CH:9]=2)[C:6]([C:14]2[CH:19]=[CH:18][CH:17]=[CH:16][CH:15]=2)=[N:5][CH:4]=[C:3]1[C:20]([OH:22])=[O:21].C(Cl)(=O)C(Cl)=O.[C:29]1(=O)[CH2:34][CH2:33][CH2:32][C:31](=[O:35])[CH2:30]1.C(N(CC)CC)C.[Cl-].[NH4+], predict the reaction product. The product is: [O:1]=[C:2]1[N:7]([C:8]2[CH:13]=[CH:12][CH:11]=[CH:10][CH:9]=2)[C:6]([C:14]2[CH:15]=[CH:16][CH:17]=[CH:18][CH:19]=2)=[N:5][CH:4]=[C:3]1[C:20]([O:22][C:29]1[CH2:34][CH2:33][CH2:32][C:31](=[O:35])[CH:30]=1)=[O:21]. (3) Given the reactants C1(P(C2C=CC=CC=2)C2C=CC=CC=2)C=CC=CC=1.N(C(OCC)=O)=NC(OCC)=O.[OH:32][CH2:33][C:34]1[C:39]([CH3:40])=[CH:38][CH:37]=[CH:36][C:35]=1[N:41]1[C:45](=[O:46])[N:44]([CH3:47])[N:43]=[N:42]1.[S:48]1[CH2:52][CH:51]=[CH:50][C:49]1=O.C(=O)(O)[O-].[Na+], predict the reaction product. The product is: [S:48]1[CH:52]=[CH:51][CH:50]=[C:49]1[O:32][CH2:33][C:34]1[C:39]([CH3:40])=[CH:38][CH:37]=[CH:36][C:35]=1[N:41]1[C:45](=[O:46])[N:44]([CH3:47])[N:43]=[N:42]1. (4) Given the reactants [Cl:1][C:2]1[CH:7]=[CH:6][C:5]([C:8]2[NH:9][C:10]3[N:11]([N:15]=[C:16]([O:24]C)[C:17]=3[C:18]3[O:22][N:21]=[C:20]([CH3:23])[N:19]=3)[C:12](=[O:14])[CH:13]=2)=[CH:4][CH:3]=1, predict the reaction product. The product is: [Cl:1][C:2]1[CH:7]=[CH:6][C:5]([C:8]2[NH:9][C:10]3[N:11]([N:15]=[C:16]([OH:24])[C:17]=3[C:18]3[O:22][N:21]=[C:20]([CH3:23])[N:19]=3)[C:12](=[O:14])[CH:13]=2)=[CH:4][CH:3]=1. (5) The product is: [CH2:54]([N:45]([CH2:37][CH2:38][CH2:39][CH3:40])[C:46]1[CH:47]=[CH:48][CH:49]=[CH:50][CH:51]=1)[CH2:55][CH2:56][CH3:57]. Given the reactants C(C1C=CC=C(C(C)C)C=1N)(C)C.C1(C2NC(C3C=CC=CC=3)=C(C3C=CC=CC=3)N=2)C=CC=CC=1.[CH2:37]([N:45]([CH2:54][CH2:55][CH2:56][CH2:57]CCCC)[CH2:46][CH2:47][CH2:48][CH2:49][CH2:50][CH2:51]CC)[CH2:38][CH2:39][CH2:40]CCCC.C1(C(N)C2CCCCC2)CCCCC1, predict the reaction product.